Dataset: Reaction yield outcomes from USPTO patents with 853,638 reactions. Task: Predict the reaction yield, written as a fraction of the theoretical maximum amount of product (1.0 means a 100% yield; for example, 0.34 means a 34% yield). (1) The reactants are CC(C)([O-])C.[K+].[Br-].[O:8]1[CH2:12][CH2:11][O:10][CH:9]1[CH2:13][CH2:14][P+](C1C=CC=CC=1)(C1C=CC=CC=1)C1C=CC=CC=1.O=[C:35]1[CH2:38][N:37]([C:39]([O:41][CH2:42][C:43]2[CH:48]=[CH:47][CH:46]=[CH:45][CH:44]=2)=[O:40])[CH2:36]1. The catalyst is CCOCC. The product is [O:10]1[CH2:11][CH2:12][O:8][CH:9]1[CH2:13][CH:14]=[C:35]1[CH2:36][N:37]([C:39]([O:41][CH2:42][C:43]2[CH:48]=[CH:47][CH:46]=[CH:45][CH:44]=2)=[O:40])[CH2:38]1. The yield is 0.150. (2) The yield is 0.771. The catalyst is C1(C)C=CC=CC=1.C1C=CC(/C=C/C(/C=C/C2C=CC=CC=2)=O)=CC=1.C1C=CC(/C=C/C(/C=C/C2C=CC=CC=2)=O)=CC=1.C1C=CC(/C=C/C(/C=C/C2C=CC=CC=2)=O)=CC=1.[Pd].[Pd].C(OCC)C. The product is [F:30][C:24]1[CH:23]=[C:22]([F:31])[C:21]([CH:1]=[CH2:2])=[CH:26][C:25]=1[N+:27]([O-:29])=[O:28]. The reactants are [CH:1]1C=CC(P(C2C=CC=CC=2)C2C=CC=CC=2)=C[CH:2]=1.Br[C:21]1[CH:26]=[C:25]([N+:27]([O-:29])=[O:28])[C:24]([F:30])=[CH:23][C:22]=1[F:31].C([Sn](CCCC)(CCCC)C=C)CCC.[F-].[Na+]. (3) The reactants are [F:1][C:2]1[CH:7]=[CH:6][C:5]([N:8]2[CH2:13][CH2:12][N:11]([CH2:14][CH2:15][CH2:16][N:17]3[CH2:22][C:21](=[O:23])[C:20]4[N:24]([CH3:27])[CH:25]=[CH:26][C:19]=4[S:18]3(=[O:29])=[O:28])[CH2:10][CH2:9]2)=[CH:4][CH:3]=1.[BH4-].[Na+].O. The catalyst is C(O)C. The product is [F:1][C:2]1[CH:3]=[CH:4][C:5]([N:8]2[CH2:13][CH2:12][N:11]([CH2:14][CH2:15][CH2:16][N:17]3[CH2:22][CH:21]([OH:23])[C:20]4[N:24]([CH3:27])[CH:25]=[CH:26][C:19]=4[S:18]3(=[O:29])=[O:28])[CH2:10][CH2:9]2)=[CH:6][CH:7]=1. The yield is 0.850. (4) The reactants are [CH2:1]([N:5]1[N:9]=[C:8]([C:10]2[CH:15]=[CH:14][C:13]([F:16])=[CH:12][CH:11]=2)[C:7]([CH3:17])=[N:6]1)[CH2:2][C:3]#[CH:4].Br[C:19]1[CH:24]=[CH:23][CH:22]=[CH:21][N:20]=1. No catalyst specified. The product is [F:16][C:13]1[CH:12]=[CH:11][C:10]([C:8]2[C:7]([CH3:17])=[N:6][N:5]([CH2:1][CH2:2][C:3]#[C:4][C:19]3[CH:24]=[CH:23][CH:22]=[CH:21][N:20]=3)[N:9]=2)=[CH:15][CH:14]=1. The yield is 0.860. (5) The reactants are [CH3:1][N:2]=[C:3]=[O:4].N[C:6]1[CH:7]=[N:8][CH:9]=[CH:10][C:11]=1[CH2:12][O:13][C:14]1[C:23]2[C:18](=[CH:19][CH:20]=[CH:21][CH:22]=2)[C:17]([NH:24][C:25]([NH:27][C:28]2[N:32]([C:33]3[CH:38]=[CH:37][C:36]([CH3:39])=[CH:35][CH:34]=3)[N:31]=[C:30]([C:40]([CH3:43])([CH3:42])[CH3:41])[CH:29]=2)=[O:26])=[CH:16][CH:15]=1.[N:44]1C=CC=CC=1. No catalyst specified. The product is [CH3:1][NH:2][C:3](=[O:4])[NH:44][C:9]1[CH:10]=[C:11]([CH2:12][O:13][C:14]2[C:23]3[C:18](=[CH:19][CH:20]=[CH:21][CH:22]=3)[C:17]([NH:24][C:25]([NH:27][C:28]3[N:32]([C:33]4[CH:34]=[CH:35][C:36]([CH3:39])=[CH:37][CH:38]=4)[N:31]=[C:30]([C:40]([CH3:42])([CH3:43])[CH3:41])[CH:29]=3)=[O:26])=[CH:16][CH:15]=2)[CH:6]=[CH:7][N:8]=1. The yield is 0.140. (6) The catalyst is C(Cl)(Cl)Cl. The reactants are O=S(Cl)[Cl:3].[O:5]1[C:9]2([CH2:14][CH2:13][CH:12]([CH2:15]O)[CH2:11][CH2:10]2)[O:8][CH2:7][CH2:6]1.N1C=CC=CC=1. The yield is 0.880. The product is [Cl:3][CH2:15][CH:12]1[CH2:13][CH2:14][C:9]2([O:8][CH2:7][CH2:6][O:5]2)[CH2:10][CH2:11]1. (7) The reactants are [S:1]1[C:5]([C:6]([OH:8])=O)=[CH:4][C:3]2[CH2:9][CH2:10][CH2:11][CH2:12][C:2]1=2.S(Cl)(Cl)=O.[C:17]([NH2:21])([CH3:20])([CH3:19])[CH3:18]. The catalyst is ClCCl. The product is [C:17]([NH:21][C:6]([C:5]1[S:1][C:2]2[CH2:12][CH2:11][CH2:10][CH2:9][C:3]=2[CH:4]=1)=[O:8])([CH3:20])([CH3:19])[CH3:18]. The yield is 0.800.